From a dataset of Catalyst prediction with 721,799 reactions and 888 catalyst types from USPTO. Predict which catalyst facilitates the given reaction. (1) Reactant: [Cl:1][C:2]1[CH:10]=[CH:9][C:8]([CH2:11][NH:12]C(=O)C(F)(F)F)=[CH:7][C:3]=1[C:4]([OH:6])=[O:5].Cl. Product: [ClH:1].[NH2:12][CH2:11][C:8]1[CH:9]=[CH:10][C:2]([Cl:1])=[C:3]([CH:7]=1)[C:4]([OH:6])=[O:5]. The catalyst class is: 5. (2) Reactant: [Cl:1][C:2]1[CH:7]=[CH:6][C:5]([NH:8][C:9](=[NH:20])[CH2:10][N:11]([C:13]2[CH:18]=[CH:17][C:16]([F:19])=[CH:15][CH:14]=2)[CH3:12])=[CH:4][CH:3]=1.C(=O)(O)[O-].[Na+].Br[CH2:27][C:28](=[O:34])[C:29]([O:31][CH2:32][CH3:33])=[O:30]. Product: [CH2:32]([O:31][C:29]([C:28]1([OH:34])[CH2:27][N:8]([C:5]2[CH:4]=[CH:3][C:2]([Cl:1])=[CH:7][CH:6]=2)[C:9]([CH2:10][N:11]([C:13]2[CH:18]=[CH:17][C:16]([F:19])=[CH:15][CH:14]=2)[CH3:12])=[N:20]1)=[O:30])[CH3:33]. The catalyst class is: 6. (3) The catalyst class is: 1. Reactant: [O:1]1[CH2:6][CH2:5][CH2:4][CH2:3][CH:2]1[O:7][CH2:8][C:9]1[CH:18]=[CH:17][C:12]([C:13](OC)=[O:14])=[CH:11][N:10]=1.CC(C[AlH]CC(C)C)C. Product: [O:1]1[CH2:6][CH2:5][CH2:4][CH2:3][CH:2]1[O:7][CH2:8][C:9]1[N:10]=[CH:11][C:12]([CH2:13][OH:14])=[CH:17][CH:18]=1. (4) Reactant: [NH2:1][C:2]1[CH:7]=[CH:6][C:5]([O:8][C:9]([F:12])([F:11])[F:10])=[CH:4][C:3]=1[C:13]([C:15]1[CH:20]=[CH:19][CH:18]=[C:17]([Cl:21])[CH:16]=1)=O.[C:22]([CH2:25][C:26](=O)[CH3:27])(=[O:24])[CH3:23].C(O)(C)C. Product: [Cl:21][C:17]1[CH:16]=[C:15]([C:13]2[C:3]3[C:2](=[CH:7][CH:6]=[C:5]([O:8][C:9]([F:12])([F:11])[F:10])[CH:4]=3)[N:1]=[C:26]([CH3:27])[C:25]=2[C:22](=[O:24])[CH3:23])[CH:20]=[CH:19][CH:18]=1. The catalyst class is: 644. (5) Reactant: Cl[CH2:2][CH:3]([OH:11])[CH2:4][S:5][CH2:6][CH:7]([OH:10])[CH2:8]Cl.[OH-].[Na+]. Product: [O:10]1[CH2:8][CH:7]1[CH2:6][S:5][CH2:4][CH:3]1[O:11][CH2:2]1. The catalyst class is: 11. (6) Reactant: [Cr](Cl)([O-])(=O)=O.[NH+]1C=CC=CC=1.[C:12]([Si:16]([CH3:34])([CH3:33])[O:17][C@H:18]1[CH2:26][CH2:25][CH2:24][C@:23]2([CH3:27])[C@H:19]1[CH2:20][CH:21]=[C:22]2[C:28]1([CH2:31][OH:32])[CH2:30][CH2:29]1)([CH3:15])([CH3:14])[CH3:13]. Product: [C:12]([Si:16]([CH3:34])([CH3:33])[O:17][C@H:18]1[CH2:26][CH2:25][CH2:24][C@:23]2([CH3:27])[C@H:19]1[CH2:20][CH:21]=[C:22]2[C:28]1([CH:31]=[O:32])[CH2:29][CH2:30]1)([CH3:15])([CH3:14])[CH3:13]. The catalyst class is: 4.